This data is from Full USPTO retrosynthesis dataset with 1.9M reactions from patents (1976-2016). The task is: Predict the reactants needed to synthesize the given product. (1) Given the product [C:1]1([C:8]2[CH:13]=[CH:12][C:11]([CH2:14][CH2:15][C:16]([CH3:32])([S:28]([CH3:31])(=[O:30])=[O:29])[C:17]([NH:19][OH:20])=[O:18])=[CH:10][CH:9]=2)[CH2:7][CH2:6][CH2:5][CH2:4][CH2:3][CH:2]=1, predict the reactants needed to synthesize it. The reactants are: [C:1]1([C:8]2[CH:13]=[CH:12][C:11]([CH2:14][CH2:15][C:16]([CH3:32])([S:28]([CH3:31])(=[O:30])=[O:29])[C:17]([NH:19][O:20]C(OC)CCCC)=[O:18])=[CH:10][CH:9]=2)[CH2:7][CH2:6][CH2:5][CH2:4][CH2:3][CH:2]=1.Cl.CO. (2) Given the product [Cl:23][C:5]1[C:6]([NH:8][C:9]2[CH:10]=[CH:11][C:12]([F:22])=[C:13]([CH2:14][N:15]([CH2:19][CH3:20])[CH2:16][CH2:17][OH:18])[CH:21]=2)=[N:7][C:2]([NH:24][C:25]2[C:41]([O:42][CH3:43])=[CH:40][C:28]3[CH2:29][CH2:30][N:31]([CH2:34][C:35]([N:37]([CH3:39])[CH3:38])=[O:36])[CH2:32][CH2:33][C:27]=3[CH:26]=2)=[N:3][CH:4]=1, predict the reactants needed to synthesize it. The reactants are: Cl[C:2]1[N:7]=[C:6]([NH:8][C:9]2[CH:10]=[CH:11][C:12]([F:22])=[C:13]([CH:21]=2)[CH2:14][N:15]([CH2:19][CH3:20])[CH2:16][CH2:17][OH:18])[C:5]([Cl:23])=[CH:4][N:3]=1.[NH2:24][C:25]1[C:41]([O:42][CH3:43])=[CH:40][C:28]2[CH2:29][CH2:30][N:31]([CH2:34][C:35]([N:37]([CH3:39])[CH3:38])=[O:36])[CH2:32][CH2:33][C:27]=2[CH:26]=1. (3) Given the product [N:1]1[CH:6]=[CH:5][CH:4]=[C:3]([C:7]2[CH:12]=[CH:11][C:10]([NH:13][NH2:14])=[CH:9][CH:8]=2)[CH:2]=1, predict the reactants needed to synthesize it. The reactants are: [N:1]1[CH:6]=[CH:5][CH:4]=[C:3]([C:7]2[CH:12]=[CH:11][C:10]([NH2:13])=[CH:9][CH:8]=2)[CH:2]=1.[N:14]([O-])=O.[Na+].O.O.[Sn](Cl)Cl.[OH-].[K+].